Dataset: Catalyst prediction with 721,799 reactions and 888 catalyst types from USPTO. Task: Predict which catalyst facilitates the given reaction. (1) Product: [Cl:2][C:1]([Cl:5])=[C:13]([C:10]1[CH:11]=[CH:12][C:7]([F:6])=[C:8]([O:20][CH3:21])[CH:9]=1)[C:14]([O:16][CH2:17][CH3:18])=[O:15]. The catalyst class is: 4. Reactant: [C:1]([Cl:5])(Cl)(Cl)[Cl:2].[F:6][C:7]1[CH:12]=[CH:11][C:10]([C:13](=O)[C:14]([O:16][CH2:17][CH3:18])=[O:15])=[CH:9][C:8]=1[O:20][CH3:21].C1(P(C2C=CC=CC=2)C2C=CC=CC=2)C=CC=CC=1.O. (2) The catalyst class is: 1. Product: [CH2:1]([O:3][C:4](=[O:28])[CH2:5][C@H:6]([NH:20][C:21](=[O:27])[CH2:22][CH2:23][C:24](=[O:25])[NH:55][CH2:54][CH2:53][C:52]#[N:51])[CH2:7][C:8]1[CH:13]=[CH:12][C:11]([C:14]2[CH:19]=[CH:18][CH:17]=[CH:16][CH:15]=2)=[CH:10][CH:9]=1)[CH3:2]. Reactant: [CH2:1]([O:3][C:4](=[O:28])[CH2:5][C@H:6]([NH:20][C:21](=[O:27])[CH2:22][CH2:23][C:24](O)=[O:25])[CH2:7][C:8]1[CH:13]=[CH:12][C:11]([C:14]2[CH:19]=[CH:18][CH:17]=[CH:16][CH:15]=2)=[CH:10][CH:9]=1)[CH3:2].CCN=C=NCCCN(C)C.Cl.C1C=CC2N(O)N=NC=2C=1.[NH2:51][CH2:52][CH2:53][C:54]#[N:55]. (3) Reactant: [CH2:1]1COCC1.[CH3:6][O:7][C:8]1[N:13]=[C:12]([C:14]2[CH:19]=[CH:18][C:17]([C:20](=[O:22])[CH3:21])=[CH:16][CH:15]=2)[C:11]([N:23]2[CH2:28][CH2:27][N:26]([C:29]3[CH:34]=[CH:33][C:32]([O:35][CH3:36])=[CH:31][CH:30]=3)[CH2:25][CH2:24]2)=[CH:10][CH:9]=1.C[Mg]Br. Product: [CH3:6][O:7][C:8]1[N:13]=[C:12]([C:14]2[CH:15]=[CH:16][C:17]([C:20]([OH:22])([CH3:1])[CH3:21])=[CH:18][CH:19]=2)[C:11]([N:23]2[CH2:24][CH2:25][N:26]([C:29]3[CH:30]=[CH:31][C:32]([O:35][CH3:36])=[CH:33][CH:34]=3)[CH2:27][CH2:28]2)=[CH:10][CH:9]=1. The catalyst class is: 6.